Predict the reactants needed to synthesize the given product. From a dataset of Full USPTO retrosynthesis dataset with 1.9M reactions from patents (1976-2016). (1) Given the product [Cl:25][C:18]1[C:19]([F:24])=[CH:20][CH:21]=[C:22]([Cl:23])[C:17]=1[CH:15]([O:14][C:12]1[CH:13]=[C:8]([C:5]2[CH:6]=[N:7][C:2]([O:54][CH2:53][CH2:52][N:46]3[CH2:51][CH2:50][O:49][CH2:48][CH2:47]3)=[CH:3][CH:4]=2)[CH:9]=[N:10][C:11]=1[NH2:60])[CH3:16], predict the reactants needed to synthesize it. The reactants are: N[C:2]1[N:7]=[CH:6][C:5]([C:8]2[CH:9]=[N:10][C:11](O)=[C:12]([O:14][CH:15]([C:17]3[C:22]([Cl:23])=[CH:21][CH:20]=[C:19]([F:24])[C:18]=3[Cl:25])[CH3:16])[CH:13]=2)=[CH:4][CH:3]=1.C1(P(C2C=CC=CC=2)C2C=CC=CC=2)C=CC=CC=1.[N:46]1([CH2:52][CH2:53][OH:54])[CH2:51][CH2:50][O:49][CH2:48][CH2:47]1.CCOC(/[N:60]=N/C(OCC)=O)=O. (2) Given the product [CH3:12][C:13]1[N:14]=[CH:15][S:16][C:17]=1[CH2:18][CH2:19][O:8][C:5]1[CH:6]=[CH:7][C:2]([NH2:1])=[C:3]([N+:9]([O-:11])=[O:10])[CH:4]=1, predict the reactants needed to synthesize it. The reactants are: [NH2:1][C:2]1[CH:7]=[CH:6][C:5]([OH:8])=[CH:4][C:3]=1[N+:9]([O-:11])=[O:10].[CH3:12][C:13]1[N:14]=[CH:15][S:16][C:17]=1[CH2:18][CH2:19]O.C1(P(C2C=CC=CC=2)C2C=CC=CC=2)C=CC=CC=1.N(C(OC(C)(C)C)=O)=NC(OC(C)(C)C)=O. (3) Given the product [S:12]1[CH:16]=[CH:15][CH:14]=[C:13]1[CH2:17][N:18]1[C:1](=[O:11])[C:2]2[C:3](=[CH:7][CH:8]=[CH:9][CH:10]=2)[C:4]1=[O:6], predict the reactants needed to synthesize it. The reactants are: [C:1]1(=[O:11])[O:6][C:4](=O)[C:3]2=[CH:7][CH:8]=[CH:9][CH:10]=[C:2]12.[S:12]1[CH:16]=[CH:15][CH:14]=[C:13]1[CH2:17][NH2:18].Cl. (4) Given the product [CH:3]1([C:6]2[CH:11]=[C:10]([CH2:12][N:13]3[CH2:16][C:15]4([CH2:20][C:19]([N:21]5[CH2:26][CH2:25][C:24]([CH3:32])([C:27]([OH:29])=[O:28])[CH2:23][CH2:22]5)=[N:18][O:17]4)[CH2:14]3)[CH:9]=[C:8]([O:33][CH2:34][CH2:35][CH3:36])[C:7]=2[C:37]2[CH:42]=[CH:41][C:40]([F:43])=[CH:39][C:38]=2[F:44])[CH2:4][CH2:5]1, predict the reactants needed to synthesize it. The reactants are: [OH-].[Na+].[CH:3]1([C:6]2[CH:11]=[C:10]([CH2:12][N:13]3[CH2:16][C:15]4([CH2:20][C:19]([N:21]5[CH2:26][CH2:25][C:24]([CH3:32])([C:27]([O:29]CC)=[O:28])[CH2:23][CH2:22]5)=[N:18][O:17]4)[CH2:14]3)[CH:9]=[C:8]([O:33][CH2:34][CH2:35][CH3:36])[C:7]=2[C:37]2[CH:42]=[CH:41][C:40]([F:43])=[CH:39][C:38]=2[F:44])[CH2:5][CH2:4]1.Cl. (5) Given the product [NH:25]1[C:26]2[C:22](=[CH:21][CH:20]=[CH:19][C:18]=2[C:16]([NH:15][C:6]2([C:4]([OH:5])=[O:3])[CH2:7][C:8]3[C:13](=[CH:12][CH:11]=[CH:10][CH:9]=3)[CH2:14]2)=[O:17])[CH:23]=[CH:24]1, predict the reactants needed to synthesize it. The reactants are: C([O:3][C:4]([C:6]1([NH:15][C:16]([C:18]2[CH:19]=[CH:20][CH:21]=[C:22]3[C:26]=2[NH:25][CH:24]=[CH:23]3)=[O:17])[CH2:14][C:13]2[C:8](=[CH:9][CH:10]=[CH:11][CH:12]=2)[CH2:7]1)=[O:5])C.[OH-].[K+].O. (6) Given the product [Cl:22][C:12]1[C:11]2[C:16](=[C:7]([O:6][CH:1]3[CH2:5][CH2:4][CH2:3][CH2:2]3)[C:8]([O:18][CH3:19])=[CH:9][CH:10]=2)[N:15]=[CH:14][N:13]=1, predict the reactants needed to synthesize it. The reactants are: [CH:1]1([O:6][C:7]2[C:8]([O:18][CH3:19])=[CH:9][CH:10]=[C:11]3[C:16]=2[N:15]=[CH:14][NH:13][C:12]3=O)[CH2:5][CH2:4][CH2:3][CH2:2]1.P(Cl)(Cl)([Cl:22])=O.ClCCCl. (7) Given the product [CH3:14][O:9][C:6]1[CH:7]=[CH:8][C:3]([S:2]([F:10])([F:11])([F:12])([F:13])[F:1])=[CH:4][CH:5]=1, predict the reactants needed to synthesize it. The reactants are: [F:1][S:2]([F:13])([F:12])([F:11])([F:10])[C:3]1[CH:8]=[CH:7][C:6]([OH:9])=[CH:5][CH:4]=1.[CH2:14]1CCN2C(=NCCC2)CC1.